From a dataset of Reaction yield outcomes from USPTO patents with 853,638 reactions. Predict the reaction yield, written as a fraction of the theoretical maximum amount of product (1.0 means a 100% yield; for example, 0.34 means a 34% yield). (1) The reactants are [O-]CC.[K+].[C:5]([O:14][CH2:15][CH3:16])(=[O:13])[CH2:6][CH2:7][C:8]([O:10][CH2:11][CH3:12])=[O:9].[CH3:17][C:18]([CH3:20])=O.C(Br)C. The catalyst is CN(C)C=O. The product is [C:18](=[C:6]([CH2:7][C:8]([O:10][CH2:11][CH3:12])=[O:9])[C:5]([O:14][CH2:15][CH3:16])=[O:13])([CH3:20])[CH3:17]. The yield is 0.950. (2) The reactants are Br[C:2]1[CH:3]=[C:4]([N+:9]([O-:11])=[O:10])[C:5]([CH3:8])=[N:6][CH:7]=1.[CH2:12]([NH:15][C:16](=[O:22])[O:17][C:18]([CH3:21])([CH3:20])[CH3:19])[C:13]#[CH:14]. The catalyst is Cl[Pd](Cl)([P](C1C=CC=CC=1)(C1C=CC=CC=1)C1C=CC=CC=1)[P](C1C=CC=CC=1)(C1C=CC=CC=1)C1C=CC=CC=1.[Cu]I. The product is [C:18]([O:17][C:16](=[O:22])[NH:15][CH2:12][C:13]#[C:14][C:2]1[CH:7]=[N:6][C:5]([CH3:8])=[C:4]([N+:9]([O-:11])=[O:10])[CH:3]=1)([CH3:21])([CH3:20])[CH3:19]. The yield is 0.790. (3) The reactants are Br[CH2:2][C:3]([C:5]1[CH:10]=[CH:9][C:8]([O:11][C:12]2[CH:17]=[CH:16][C:15]([Cl:18])=[CH:14][CH:13]=2)=[CH:7][C:6]=1[CH3:19])=[O:4].[Si]([C:24]([F:27])([F:26])[F:25])(C)(C)C.[F-].[Cs+]. The catalyst is C1COCC1. The product is [Cl:18][C:15]1[CH:16]=[CH:17][C:12]([O:11][C:8]2[CH:9]=[CH:10][C:5]([C:3]3([C:24]([F:27])([F:26])[F:25])[CH2:2][O:4]3)=[C:6]([CH3:19])[CH:7]=2)=[CH:13][CH:14]=1. The yield is 0.466. (4) The reactants are C[Si](C)(C)[N-][Si](C)(C)C.[K+].[Cl:11][C:12]1[CH:13]=[C:14]([CH:19]([CH2:22][CH2:23][CH2:24][O:25][CH:26]2[CH2:31][CH2:30][O:29][CH2:28][CH2:27]2)[C:20]#[N:21])[CH:15]=[CH:16][C:17]=1[Cl:18].Br[CH2:33][CH2:34][C:35]([O:37][CH2:38][CH3:39])=[O:36]. The catalyst is C1COCC1. The product is [CH2:38]([O:37][C:35](=[O:36])[CH2:34][CH2:33][C:19]([C:20]#[N:21])([C:14]1[CH:15]=[CH:16][C:17]([Cl:18])=[C:12]([Cl:11])[CH:13]=1)[CH2:22][CH2:23][CH2:24][O:25][CH:26]1[CH2:31][CH2:30][O:29][CH2:28][CH2:27]1)[CH3:39]. The yield is 0.944. (5) The reactants are [C:1]([O:4][C@@H:5]1[C@@H:18]([O:19][C:20](=[O:22])[CH3:21])[C@H:17]([O:23][C:24](=[O:26])[CH3:25])[CH2:16][S:15][C@H:6]1[O:7][C:8]1[CH:13]=[CH:12][CH:11]=[C:10](I)[CH:9]=1)(=[O:3])[CH3:2].[N:27]1[CH:32]=[CH:31][CH:30]=[C:29](B(O)O)[CH:28]=1. The product is [C:1]([O:4][C@@H:5]1[C@@H:18]([O:19][C:20](=[O:22])[CH3:21])[C@H:17]([O:23][C:24](=[O:26])[CH3:25])[CH2:16][S:15][C@H:6]1[O:7][C:8]1[CH:13]=[CH:12][CH:11]=[C:10]([C:29]2[CH:28]=[N:27][CH:32]=[CH:31][CH:30]=2)[CH:9]=1)(=[O:3])[CH3:2]. No catalyst specified. The yield is 0.660. (6) The reactants are [CH:1](=[C:3](/[N:13]=[C:14]([Br:17])[CH:15]=[CH2:16])\[C:4](=[O:12])[CH2:5][CH2:6][CH:7](OC)[O:8]C)/[CH3:2].CC(C)=O. The catalyst is O. The product is [CH:1](=[C:3](/[N:13]=[C:14]([Br:17])[CH:15]=[CH2:16])\[C:4](=[O:12])[CH2:5][CH2:6][CH:7]=[O:8])/[CH3:2]. The yield is 0.881. (7) The reactants are [F-].C([N+](CCCC)(CCCC)CCCC)CCC.[Si]([O:26][CH2:27][CH:28]([N:36]1[CH:41]=[CH:40][C:39]([C:42]2[C:47]([F:48])=[CH:46][N:45]=[C:44]([NH:49][CH:50]3[CH2:55][CH2:54][O:53][CH2:52][CH2:51]3)[N:43]=2)=[CH:38][C:37]1=[O:56])[C:29]1[CH:34]=[CH:33][CH:32]=[C:31]([Cl:35])[CH:30]=1)(C(C)(C)C)(C)C. The catalyst is C1COCC1. The product is [Cl:35][C:31]1[CH:30]=[C:29]([CH:28]([N:36]2[CH:41]=[CH:40][C:39]([C:42]3[C:47]([F:48])=[CH:46][N:45]=[C:44]([NH:49][CH:50]4[CH2:55][CH2:54][O:53][CH2:52][CH2:51]4)[N:43]=3)=[CH:38][C:37]2=[O:56])[CH2:27][OH:26])[CH:34]=[CH:33][CH:32]=1. The yield is 0.528. (8) The reactants are Br[C:2]1[CH:3]=[C:4]2[C:9](=[CH:10][CH:11]=1)[CH:8]=[C:7]([C:12]([NH:14][CH3:15])=[O:13])[CH:6]=[CH:5]2.O1CCCC1.C([Mg]Cl)(C)C.CCCCCC.C([Li])CCC.[C:37]([N:56]1[CH:60]=[C:59]([CH:61]=[O:62])[N:58]=[CH:57]1)([C:50]1[CH:55]=[CH:54][CH:53]=[CH:52][CH:51]=1)([C:44]1[CH:49]=[CH:48][CH:47]=[CH:46][CH:45]=1)[C:38]1[CH:43]=[CH:42][CH:41]=[CH:40][CH:39]=1.[Cl-].[NH4+]. The catalyst is O1CCCC1. The product is [OH:62][CH:61]([C:59]1[N:58]=[CH:57][N:56]([C:37]([C:38]2[CH:43]=[CH:42][CH:41]=[CH:40][CH:39]=2)([C:44]2[CH:45]=[CH:46][CH:47]=[CH:48][CH:49]=2)[C:50]2[CH:55]=[CH:54][CH:53]=[CH:52][CH:51]=2)[CH:60]=1)[C:2]1[CH:3]=[C:4]2[C:9](=[CH:10][CH:11]=1)[CH:8]=[C:7]([C:12]([NH:14][CH3:15])=[O:13])[CH:6]=[CH:5]2. The yield is 0.740. (9) The reactants are [CH:1]1([C:7]2[N:12]([CH2:13][C:14]3[CH:19]=[CH:18][C:17]([C:20]([CH3:23])([CH3:22])[CH3:21])=[CH:16][CH:15]=3)[C:11](=[O:24])[CH:10]=[C:9]([OH:25])[N:8]=2)[CH2:6][CH2:5][CH2:4][CH2:3][CH2:2]1.C(C1C=CC(CN)=CC=1)(C)(C)C.Cl.C1([C:45](=[NH:49])[O:46]CC)CCCCC1.N12CCCN=C1CCCCC2.C(OCC)(=O)[CH2:62][C:63]([O:65]CC)=[O:64].FC(F)(F)C(O)=O. The catalyst is C(O)C. The product is [CH:1]1([C:7]2[N:12]([CH2:13][C:14]3[CH:19]=[CH:18][C:17]([C:20]([CH3:21])([CH3:22])[CH3:23])=[CH:16][CH:15]=3)[C:11](=[O:24])[C:10]([C:45]([NH:49][CH2:62][C:63]([OH:65])=[O:64])=[O:46])=[C:9]([OH:25])[N:8]=2)[CH2:2][CH2:3][CH2:4][CH2:5][CH2:6]1. The yield is 0.340.